The task is: Predict the product of the given reaction.. This data is from Forward reaction prediction with 1.9M reactions from USPTO patents (1976-2016). (1) Given the reactants [CH3:1][C:2]1([CH3:43])[O:7][C:6]2[CH:8]=[CH:9][C:10]([C@@H:12]([OH:42])[CH2:13][NH:14][CH2:15][CH2:16][CH2:17][CH2:18][CH2:19][CH2:20][O:21][CH2:22][CH2:23][C:24]#[C:25][C:26]3[CH:27]=[C:28]([NH:32][C:33]([NH:35][C:36]4[CH:37]=[N:38][CH:39]=[CH:40][CH:41]=4)=[O:34])[CH:29]=[CH:30][CH:31]=3)=[CH:11][C:5]=2[CH2:4][O:3]1.CCOC(C)=O, predict the reaction product. The product is: [CH3:1][C:2]1([CH3:43])[O:7][C:6]2[CH:8]=[CH:9][C:10]([C@@H:12]([OH:42])[CH2:13][NH:14][CH2:15][CH2:16][CH2:17][CH2:18][CH2:19][CH2:20][O:21][CH2:22][CH2:23][CH2:24][CH2:25][C:26]3[CH:27]=[C:28]([NH:32][C:33]([NH:35][C:36]4[CH:37]=[N:38][CH:39]=[CH:40][CH:41]=4)=[O:34])[CH:29]=[CH:30][CH:31]=3)=[CH:11][C:5]=2[CH2:4][O:3]1. (2) Given the reactants [C:1]([C:5]1[NH:6][C:7]2[C:12]([CH:13]=1)=[CH:11][C:10]([N+:14]([O-])=O)=[CH:9][C:8]=2[C:17]#[N:18])([CH3:4])([CH3:3])[CH3:2].[BH4-].[Na+], predict the reaction product. The product is: [NH2:14][C:10]1[CH:11]=[C:12]2[C:7](=[C:8]([C:17]#[N:18])[CH:9]=1)[NH:6][C:5]([C:1]([CH3:4])([CH3:3])[CH3:2])=[CH:13]2. (3) Given the reactants [CH2:1]([C@@H:8]1[CH2:12][O:11][C:10](=[O:13])[N:9]1[C:14](=[O:23])[CH2:15][C:16]1[CH:21]=[CH:20][C:19]([Br:22])=[CH:18][CH:17]=1)[C:2]1[CH:7]=[CH:6][CH:5]=[CH:4][CH:3]=1.[CH3:24][Si]([N-][Si](C)(C)C)(C)C.[Na+].CI, predict the reaction product. The product is: [CH2:1]([C@@H:8]1[CH2:12][O:11][C:10](=[O:13])[N:9]1[C:14](=[O:23])[C@@H:15]([C:16]1[CH:17]=[CH:18][C:19]([Br:22])=[CH:20][CH:21]=1)[CH3:24])[C:2]1[CH:7]=[CH:6][CH:5]=[CH:4][CH:3]=1. (4) Given the reactants [C:1]1([NH:7][C:8]([NH2:10])=[S:9])[CH:6]=[CH:5][CH:4]=[CH:3][CH:2]=1.Br[CH2:12][C:13]([C:15]1[CH:20]=[CH:19][C:18]([O:21][CH3:22])=[C:17]([O:23][CH3:24])[CH:16]=1)=O, predict the reaction product. The product is: [CH3:24][O:23][C:17]1[CH:16]=[C:15]([C:13]2[N:10]=[C:8]([NH:7][C:1]3[CH:6]=[CH:5][CH:4]=[CH:3][CH:2]=3)[S:9][CH:12]=2)[CH:20]=[CH:19][C:18]=1[O:21][CH3:22]. (5) Given the reactants [CH3:1][C:2]1[CH:7]=[C:6]([C:8]#[C:9][CH3:10])[CH:5]=[C:4]([CH3:11])[C:3]=1[CH:12]1[C:21](=[O:22])[N:15]2[CH2:16][CH2:17][CH2:18][CH2:19][CH2:20][N:14]2[C:13]1=[O:23].N1C=CC=CC=1.[C:30](Cl)(=[O:35])[C:31]([CH3:34])([CH3:33])[CH3:32].O, predict the reaction product. The product is: [CH3:1][C:2]1[CH:7]=[C:6]([C:8]#[C:9][CH3:10])[CH:5]=[C:4]([CH3:11])[C:3]=1[C:12]1[C:13](=[O:23])[N:14]2[CH2:20][CH2:19][CH2:18][CH2:17][CH2:16][N:15]2[C:21]=1[O:22][C:30](=[O:35])[C:31]([CH3:34])([CH3:33])[CH3:32]. (6) Given the reactants [OH:1][C:2]1[C:10]([O:11][CH3:12])=[CH:9][CH:8]=[CH:7][C:3]=1[C:4]([OH:6])=O.[C:13]([NH2:22])(=O)[C:14]1[C:15](=[CH:17][CH:18]=[CH:19][CH:20]=1)[OH:16].N1C=CC=CC=1.S(Cl)(Cl)=O, predict the reaction product. The product is: [OH:16][C:15]1[CH:17]=[CH:18][CH:19]=[CH:20][C:14]=1[C:13]1[O:1][C:2]2[C:10]([O:11][CH3:12])=[CH:9][CH:8]=[CH:7][C:3]=2[C:4](=[O:6])[N:22]=1.